This data is from Catalyst prediction with 721,799 reactions and 888 catalyst types from USPTO. The task is: Predict which catalyst facilitates the given reaction. (1) Reactant: [C:1]([NH:4][NH:5][C:6]([C:8]1[CH:32]=[CH:31][C:11]([O:12][C:13]2[CH:14]=[C:15]([CH:20]=[C:21]([O:23][CH2:24][C:25]3[CH:30]=[CH:29][CH:28]=[CH:27][CH:26]=3)[CH:22]=2)[C:16]([O:18][CH3:19])=[O:17])=[CH:10][CH:9]=1)=[O:7])(=O)[CH3:2].[Cl-]. Product: [CH2:24]([O:23][C:21]1[CH:20]=[C:15]([CH:14]=[C:13]([O:12][C:11]2[CH:31]=[CH:32][C:8]([C:6]3[O:7][C:1]([CH3:2])=[N:4][N:5]=3)=[CH:9][CH:10]=2)[CH:22]=1)[C:16]([O:18][CH3:19])=[O:17])[C:25]1[CH:30]=[CH:29][CH:28]=[CH:27][CH:26]=1. The catalyst class is: 11. (2) Reactant: [F:1][C:2]([F:11])([F:10])[C:3]1[C:4]([NH2:9])=[N:5][CH:6]=[CH:7][CH:8]=1.Br[CH2:13][C:14](=O)[CH2:15][CH3:16].C(=O)([O-])O.[Na+].[I-].[Na+]. Product: [CH2:15]([C:14]1[N:9]=[C:4]2[C:3]([C:2]([F:1])([F:10])[F:11])=[CH:8][CH:7]=[CH:6][N:5]2[CH:13]=1)[CH3:16]. The catalyst class is: 8. (3) Reactant: CO[CH2:3][N:4]([CH2:10][C:11]1[CH:16]=[CH:15][CH:14]=[CH:13][CH:12]=1)[CH2:5][Si](C)(C)C.[CH2:17]([O:19][C:20](=[O:31])/[C:21](/[CH3:30])=[CH:22]/[C:23]1[CH:28]=[CH:27][C:26]([Cl:29])=[CH:25][CH:24]=1)[CH3:18].FC(F)(F)C(O)=O. Product: [CH2:17]([O:19][C:20]([C:21]1([CH3:30])[CH:22]([C:23]2[CH:24]=[CH:25][C:26]([Cl:29])=[CH:27][CH:28]=2)[CH2:3][N:4]([CH2:10][C:11]2[CH:12]=[CH:13][CH:14]=[CH:15][CH:16]=2)[CH2:5]1)=[O:31])[CH3:18]. The catalyst class is: 2. (4) Reactant: [CH3:1][O:2][C:3]1[C:4]([OH:21])=[CH:5][C:6]([OH:20])=[C:7]2[C:12](=[O:13])[CH:11]=[C:10]([C:14]3[CH:15]=[CH:16][CH:17]=[CH:18][CH:19]=3)[O:9][C:8]=12.[CH2:22]=O.[OH:24][CH2:25][CH2:26][N:27]1[CH2:32][CH2:31][NH:30][CH2:29][CH2:28]1. Product: [OH:24][CH2:25][CH2:26][N:27]1[CH2:32][CH2:31][N:30]([CH2:22][C:5]2[C:6]([OH:20])=[C:7]3[C:8](=[C:3]([O:2][CH3:1])[C:4]=2[OH:21])[O:9][C:10]([C:14]2[CH:19]=[CH:18][CH:17]=[CH:16][CH:15]=2)=[CH:11][C:12]3=[O:13])[CH2:29][CH2:28]1. The catalyst class is: 5. (5) Reactant: [CH3:1][N:2]1[CH2:7][CH2:6][N:5]([C:8]2[CH:9]=[C:10]([CH:13]=[CH:14][CH:15]=2)[CH:11]=O)[CH2:4][CH2:3]1.[C-]#N.[K+].C(=O)([O-])[O-].[NH4+].[NH4+].[OH-].[Na+].S(Cl)(Cl)=O.[C:39](O[C:39]([O:41][C:42](C)(C)C)=[O:40])([O:41][C:42](C)(C)C)=[O:40].C([N:48]([CH2:51]C)[CH2:49][CH3:50])C.[BH4-].[Na+].N[C:56]1[CH:61]=[CH:60]C(Br)=C[C:57]=1[NH2:63].[F-].[Cs+].[NH2:66][C@@H]1CCCC[C@@H]1N. Product: [NH:48]1[C:49]2[CH:50]=[C:60]([N:66]3[C@@H:11]([C:10]4[CH:13]=[CH:14][CH:15]=[C:8]([N:5]5[CH2:6][CH2:7][N:2]([CH3:1])[CH2:3][CH2:4]5)[CH:9]=4)[CH2:42][O:41][C:39]3=[O:40])[CH:61]=[CH:56][C:57]=2[N:63]=[CH:51]1. The catalyst class is: 106. (6) Reactant: [Cl:1][C:2]1[CH:11]=[C:10]([O:12][CH3:13])[CH:9]=[CH:8][C:3]=1[C:4](=[N:6][OH:7])[NH2:5].[Cl:14][C:15]1[C:16]2[N:17]([CH:25]=[C:26]([C:28](O)=O)[N:27]=2)[CH:18]=[C:19]([C:21]([F:24])([F:23])[F:22])[CH:20]=1.CCN=C=NCCCN(C)C.Cl.C1C=CC2N(O)N=NC=2C=1. Product: [Cl:1][C:2]1[CH:11]=[C:10]([O:12][CH3:13])[CH:9]=[CH:8][C:3]=1[C:4]1[N:5]=[C:28]([C:26]2[N:27]=[C:16]3[C:15]([Cl:14])=[CH:20][C:19]([C:21]([F:22])([F:23])[F:24])=[CH:18][N:17]3[CH:25]=2)[O:7][N:6]=1. The catalyst class is: 3.